Dataset: Catalyst prediction with 721,799 reactions and 888 catalyst types from USPTO. Task: Predict which catalyst facilitates the given reaction. Reactant: [C:1]([C:5]1[CH:26]=[CH:25][C:8]([CH2:9][N:10]([CH2:22][CH2:23][OH:24])[C:11]([C:13]2[CH:14]=[CH:15][CH:16]=[C:17]3[C:21]=2[NH:20][CH:19]=[CH:18]3)=[O:12])=[CH:7][CH:6]=1)([CH3:4])([CH3:3])[CH3:2].[F:27][C:28]1[CH:29]=[C:30](O)[CH:31]=[CH:32][CH:33]=1.C1(P(C2C=CC=CC=2)C2C=CC=CC=2)C=CC=CC=1.C(OC(N=NC(OCC)=O)=O)C. Product: [C:1]([C:5]1[CH:6]=[CH:7][C:8]([CH2:9][N:10]([CH2:22][CH2:23][O:24][C:32]2[CH:31]=[CH:30][CH:29]=[C:28]([F:27])[CH:33]=2)[C:11]([C:13]2[CH:14]=[CH:15][CH:16]=[C:17]3[C:21]=2[NH:20][CH:19]=[CH:18]3)=[O:12])=[CH:25][CH:26]=1)([CH3:4])([CH3:2])[CH3:3]. The catalyst class is: 1.